Task: Predict the product of the given reaction.. Dataset: Forward reaction prediction with 1.9M reactions from USPTO patents (1976-2016) (1) Given the reactants [F:1][C:2]1[CH:18]=[CH:17][C:5]([C:6]([NH:8]/[C:9](=[N:15]\[OH:16])/[C:10]([O:12][CH2:13][CH3:14])=[O:11])=O)=[CH:4][CH:3]=1, predict the reaction product. The product is: [F:1][C:2]1[CH:18]=[CH:17][C:5]([C:6]2[O:16][N:15]=[C:9]([C:10]([O:12][CH2:13][CH3:14])=[O:11])[N:8]=2)=[CH:4][CH:3]=1. (2) Given the reactants [H-].[H-].[H-].[H-].[Li+].[Al+3].[F:7][C:8]1[C:13]([N:14]2[CH2:19][CH2:18][N:17]([CH3:20])[CH2:16][CH2:15]2)=[CH:12][CH:11]=[C:10]([N+:21]([O-])=O)[C:9]=1[NH2:24].O.[OH-].[Na+], predict the reaction product. The product is: [F:7][C:8]1[C:13]([N:14]2[CH2:19][CH2:18][N:17]([CH3:20])[CH2:16][CH2:15]2)=[CH:12][CH:11]=[C:10]([NH2:21])[C:9]=1[NH2:24]. (3) Given the reactants COC1C=CC(NC(C2C=CC(C3C=CC=CC=3)=CC=2)=O)=CC=1[NH:24][C:25](=O)[CH2:26][N:27]1[CH2:33][CH:32]2O[CH:29](C[CH2:31]2)[CH2:28]1.Cl[CH2:37][C:38]([NH:40][C:41]1[CH:42]=[C:43]([NH:49][C:50]([C:52]2[CH:57]=[CH:56][C:55]([C:58]3[CH:63]=[CH:62][CH:61]=[CH:60][CH:59]=3)=[CH:54][CH:53]=2)=[O:51])[CH:44]=[CH:45][C:46]=1[O:47][CH3:48])=[O:39].Cl.Cl.C1(N2CCNCC2)CC1.C(N(CC)CC)C, predict the reaction product. The product is: [CH:33]1([N:27]2[CH2:26][CH2:25][N:24]([CH2:37][C:38]([NH:40][C:41]3[CH:42]=[C:43]([NH:49][C:50]([C:52]4[CH:57]=[CH:56][C:55]([C:58]5[CH:63]=[CH:62][CH:61]=[CH:60][CH:59]=5)=[CH:54][CH:53]=4)=[O:51])[CH:44]=[CH:45][C:46]=3[O:47][CH3:48])=[O:39])[CH2:29][CH2:28]2)[CH2:32][CH2:31]1. (4) Given the reactants [Cl:1][C:2]1[CH:11]=[CH:10][CH:9]=[C:8]2[C:3]=1[CH:4]1[C:12](=[C:13]([CH3:15])[CH3:14])[CH:7]2[CH:6]=[CH:5]1.[H][H], predict the reaction product. The product is: [Cl:1][C:2]1[CH:11]=[CH:10][CH:9]=[C:8]2[C:3]=1[CH:4]1[C:12](=[C:13]([CH3:15])[CH3:14])[CH:7]2[CH2:6][CH2:5]1. (5) Given the reactants [CH:1]1([CH:7]([NH:20][C:21]2[CH:29]=[CH:28][C:24](C(O)=O)=[CH:23][CH:22]=2)[C:8]2[O:9][C:10]3[CH:17]=[CH:16][C:15]([O:18][CH3:19])=[CH:14][C:11]=3[C:12]=2[CH3:13])[CH2:6][CH2:5][CH2:4][CH2:3][CH2:2]1.CNC[CH2:33][C:34]([O:36][CH2:37][CH3:38])=[O:35].O.ON1C2C=CC=CC=2N=N1.Cl.C(N=C=NCCCN(C)C)C.Cl.[CH3:63][N:64]([CH3:67])[CH:65]=[O:66], predict the reaction product. The product is: [CH:1]1([CH:7]([NH:20][C:21]2[CH:29]=[CH:28][C:24]([C:65]([N:64]([CH3:67])[CH2:63][CH2:33][C:34]([O:36][CH2:37][CH3:38])=[O:35])=[O:66])=[CH:23][CH:22]=2)[C:8]2[O:9][C:10]3[CH:17]=[CH:16][C:15]([O:18][CH3:19])=[CH:14][C:11]=3[C:12]=2[CH3:13])[CH2:6][CH2:5][CH2:4][CH2:3][CH2:2]1.